This data is from Reaction yield outcomes from USPTO patents with 853,638 reactions. The task is: Predict the reaction yield, written as a fraction of the theoretical maximum amount of product (1.0 means a 100% yield; for example, 0.34 means a 34% yield). The reactants are [Cl:1][C:2]1[CH:7]=[C:6]([Cl:8])[CH:5]=[CH:4][C:3]=1[C:9]1[N:10]=[C:11](/[CH:16]=[CH:17]/[C:18]2[CH:23]=[CH:22][C:21]([O:24][CH3:25])=[CH:20][CH:19]=2)[N:12]([CH2:14][CH3:15])[CH:13]=1.C1(O)C=CC=CC=1.BrC[CH2:35][CH2:36][C:37]([O:39]C)=[O:38]. No catalyst specified. The product is [Cl:1][C:2]1[CH:7]=[C:6]([Cl:8])[CH:5]=[CH:4][C:3]=1[C:9]1[N:10]=[C:11](/[CH:16]=[CH:17]/[C:18]2[CH:19]=[CH:20][C:21]([O:24][CH2:25][CH2:35][CH2:36][C:37]([OH:39])=[O:38])=[CH:22][CH:23]=2)[N:12]([CH2:14][CH3:15])[CH:13]=1. The yield is 0.330.